Regression. Given a peptide amino acid sequence and an MHC pseudo amino acid sequence, predict their binding affinity value. This is MHC class II binding data. From a dataset of Peptide-MHC class II binding affinity with 134,281 pairs from IEDB. (1) The peptide sequence is NTVLKVGDLGKDELM. The MHC is DRB1_0101 with pseudo-sequence DRB1_0101. The binding affinity (normalized) is 0.425. (2) The peptide sequence is AFILDGDHLFPKV. The MHC is DRB3_0101 with pseudo-sequence DRB3_0101. The binding affinity (normalized) is 0.884. (3) The peptide sequence is LLAMAVLAALFAGAW. The MHC is HLA-DQA10501-DQB10201 with pseudo-sequence HLA-DQA10501-DQB10201. The binding affinity (normalized) is 0.430. (4) The peptide sequence is TWTSIPTLAAQFPFN. The MHC is DRB1_0405 with pseudo-sequence DRB1_0405. The binding affinity (normalized) is 0.664. (5) The peptide sequence is AFKVAATAANAAFAN. The MHC is DRB1_0701 with pseudo-sequence DRB1_0701. The binding affinity (normalized) is 0.782.